This data is from Reaction yield outcomes from USPTO patents with 853,638 reactions. The task is: Predict the reaction yield, written as a fraction of the theoretical maximum amount of product (1.0 means a 100% yield; for example, 0.34 means a 34% yield). The reactants are [Cl:1][C:2]1[CH:3]=[C:4]([C:9](=O)[C:10]([OH:12])=O)[CH:5]=[C:6]([Cl:8])[CH:7]=1.S(=O)(=O)(O)O.[NH:19]([C:21]([S:23][CH3:24])=[NH:22])[NH2:20]. The catalyst is C(O)C. The product is [Cl:1][C:2]1[CH:3]=[C:4]([C:9]2[N:20]=[N:19][C:21]([S:23][CH3:24])=[N:22][C:10]=2[OH:12])[CH:5]=[C:6]([Cl:8])[CH:7]=1. The yield is 0.460.